This data is from Ames mutagenicity test results for genotoxicity prediction. The task is: Regression/Classification. Given a drug SMILES string, predict its toxicity properties. Task type varies by dataset: regression for continuous values (e.g., LD50, hERG inhibition percentage) or binary classification for toxic/non-toxic outcomes (e.g., AMES mutagenicity, cardiotoxicity, hepatotoxicity). Dataset: ames. (1) The molecule is O=[N+]([O-])c1ccc(CO)c([N+](=O)[O-])c1. The result is 1 (mutagenic). (2) The compound is O=C(O)c1oc([N+](=O)[O-])c(-c2ccccc2)c1-c1ccccc1. The result is 1 (mutagenic). (3) The compound is C[C@H]1CC(=O)O1. The result is 1 (mutagenic). (4) The drug is ClC(Cl)=C(Cl)Cl. The result is 0 (non-mutagenic). (5) The drug is NC(=S)NNC(N)=S. The result is 0 (non-mutagenic). (6) The drug is C[C@@H]1CCCC[C@H]1NC(=O)Nc1ccccc1. The result is 0 (non-mutagenic). (7) The compound is CC(CO[N+](=O)[O-])(CO[N+](=O)[O-])CO[N+](=O)[O-]. The result is 0 (non-mutagenic).